Dataset: Full USPTO retrosynthesis dataset with 1.9M reactions from patents (1976-2016). Task: Predict the reactants needed to synthesize the given product. (1) Given the product [CH2:1]([O:3][C:4]1[CH:12]=[C:11]2[C:7]([CH:8]=[N:9][NH:10]2)=[CH:6][C:5]=1[NH:13][C:14]1[C:15]2[C:22]3[CH2:23][CH2:24][CH:25]([C:27]([N:34]([CH2:33][CH2:32][O:31][CH3:30])[CH3:35])=[O:29])[CH2:26][C:21]=3[S:20][C:16]=2[N:17]=[CH:18][N:19]=1)[CH3:2], predict the reactants needed to synthesize it. The reactants are: [CH2:1]([O:3][C:4]1[CH:12]=[C:11]2[C:7]([CH:8]=[N:9][NH:10]2)=[CH:6][C:5]=1[NH:13][C:14]1[C:15]2[C:22]3[CH2:23][CH2:24][CH:25]([C:27]([OH:29])=O)[CH2:26][C:21]=3[S:20][C:16]=2[N:17]=[CH:18][N:19]=1)[CH3:2].[CH3:30][O:31][CH2:32][CH2:33][NH:34][CH3:35]. (2) Given the product [CH3:45][Si:2]([CH3:44])([CH3:1])[CH2:3][CH2:4][O:5][CH2:6][O:7][C:8]1[CH:13]=[C:12]([O:14][CH2:15][O:16][CH2:17][CH2:18][Si:19]([CH3:20])([CH3:21])[CH3:22])[CH:11]=[CH:10][C:9]=1[C:23]1[C:24](=[O:43])[O:25][C:26]2[C:31]([C:32]=1[CH2:33][C:58](=[O:59])[CH2:57][Cl:56])=[CH:30][CH:29]=[C:28]([O:34][CH2:35][O:36][CH2:37][CH2:38][Si:39]([CH3:42])([CH3:41])[CH3:40])[CH:27]=2, predict the reactants needed to synthesize it. The reactants are: [CH3:1][Si:2]([CH3:45])([CH3:44])[CH2:3][CH2:4][O:5][CH2:6][O:7][C:8]1[CH:13]=[C:12]([O:14][CH2:15][O:16][CH2:17][CH2:18][Si:19]([CH3:22])([CH3:21])[CH3:20])[CH:11]=[CH:10][C:9]=1[C:23]1[C:24](=[O:43])[O:25][C:26]2[C:31]([C:32]=1[CH3:33])=[CH:30][CH:29]=[C:28]([O:34][CH2:35][O:36][CH2:37][CH2:38][Si:39]([CH3:42])([CH3:41])[CH3:40])[CH:27]=2.[Li+].C[Si]([N-][Si](C)(C)C)(C)C.[Cl:56][CH2:57][C:58](Cl)=[O:59]. (3) Given the product [CH3:1][CH:2]([CH3:31])[CH:3]([NH:20][C:21]1[CH:30]=[CH:29][C:24]([C:25]([OH:27])=[O:26])=[CH:23][CH:22]=1)[C:4]1[CH:9]=[CH:8][C:7]([N:10]2[CH:18]=[C:17]3[C:12]([CH2:13][CH2:14][CH2:15][CH2:16]3)=[N:11]2)=[CH:6][C:5]=1[CH3:19], predict the reactants needed to synthesize it. The reactants are: [CH3:1][CH:2]([CH3:31])[CH:3]([NH:20][C:21]1[CH:30]=[CH:29][C:24]([C:25]([O:27]C)=[O:26])=[CH:23][CH:22]=1)[C:4]1[CH:9]=[CH:8][C:7]([N:10]2[CH:18]=[C:17]3[C:12]([CH2:13][CH2:14][CH2:15][CH2:16]3)=[N:11]2)=[CH:6][C:5]=1[CH3:19].C1COCC1.[OH-].[Na+]. (4) Given the product [C:1]([C:5]1[CH:6]=[CH:7][C:8]([CH2:9][NH:10][C:11](=[O:24])[CH:12]([C:13]2[CH:22]=[CH:21][CH:20]=[C:19]3[C:14]=2[CH:15]=[CH:16][N:17]=[CH:18]3)[O:23][CH3:29])=[CH:25][CH:26]=1)([CH3:4])([CH3:2])[CH3:3], predict the reactants needed to synthesize it. The reactants are: [C:1]([C:5]1[CH:26]=[CH:25][C:8]([CH2:9][NH:10][C:11](=[O:24])[CH:12]([OH:23])[C:13]2[CH:22]=[CH:21][CH:20]=[C:19]3[C:14]=2[CH:15]=[CH:16][N:17]=[CH:18]3)=[CH:7][CH:6]=1)([CH3:4])([CH3:3])[CH3:2].[H-].[Na+].[CH3:29]I. (5) Given the product [Cl:16][C:17]1[CH:18]=[C:19]([N:23]([CH2:2][C:3]2[C:12]3[C:7](=[C:8]([F:14])[C:9]([F:13])=[CH:10][CH:11]=3)[NH:6][C:5](=[O:15])[CH:4]=2)[S:24]([C:27]2[CH:28]=[N:29][CH:30]=[CH:31][CH:32]=2)(=[O:26])=[O:25])[CH:20]=[CH:21][CH:22]=1, predict the reactants needed to synthesize it. The reactants are: Br[CH2:2][C:3]1[C:12]2[C:7](=[C:8]([F:14])[C:9]([F:13])=[CH:10][CH:11]=2)[NH:6][C:5](=[O:15])[CH:4]=1.[Cl:16][C:17]1[CH:18]=[C:19]([NH:23][S:24]([C:27]2[CH:28]=[N:29][CH:30]=[CH:31][CH:32]=2)(=[O:26])=[O:25])[CH:20]=[CH:21][CH:22]=1.C(=O)([O-])[O-].[K+].[K+].O.